Dataset: Aqueous solubility values for 9,982 compounds from the AqSolDB database. Task: Regression/Classification. Given a drug SMILES string, predict its absorption, distribution, metabolism, or excretion properties. Task type varies by dataset: regression for continuous measurements (e.g., permeability, clearance, half-life) or binary classification for categorical outcomes (e.g., BBB penetration, CYP inhibition). For this dataset (solubility_aqsoldb), we predict Y. (1) The compound is Cc1ccc(N)cc1Cl. The Y is -1.75 log mol/L. (2) The drug is CC(CCN(CCC(C)CC(C)(C)C)C(=S)S[Zn]SC(=S)N(CCC(C)CC(C)(C)C)CCC(C)CC(C)(C)C)CC(C)(C)C. The Y is -6.10 log mol/L. (3) The compound is CCCCCCCC[Sn](CCCCCCCC)(CCCCCCCC)CCCCCCCC. The Y is -6.76 log mol/L. (4) The molecule is CCOC(=O)CC(SP(=S)(OC)OC)C(=O)OCC. The Y is -3.36 log mol/L. (5) The molecule is COc1cc(O)c(C(=O)c2ccccc2)cc1S(=O)(=O)[O-].[Na+]. The Y is -0.0224 log mol/L.